From a dataset of Reaction yield outcomes from USPTO patents with 853,638 reactions. Predict the reaction yield, written as a fraction of the theoretical maximum amount of product (1.0 means a 100% yield; for example, 0.34 means a 34% yield). (1) The reactants are [C:1]1([C:11]#[C:12][CH:13]=[O:14])[C:10]2[C:5](=[CH:6][CH:7]=[CH:8][CH:9]=2)[CH:4]=[CH:3][CH:2]=1.[CH2:15]([Mg]Br)[CH:16]=[CH2:17]. The catalyst is O1CCCC1. The product is [C:1]1([C:11]#[C:12][CH:13]([OH:14])[CH2:17][CH:16]=[CH2:15])[C:10]2[C:5](=[CH:6][CH:7]=[CH:8][CH:9]=2)[CH:4]=[CH:3][CH:2]=1. The yield is 0.760. (2) The reactants are Br[C:2]1[CH:3]=[C:4]([N:8]2[CH2:13][CH2:12][N:11]([C:14]([O:16][C:17]([CH3:20])([CH3:19])[CH3:18])=[O:15])[CH2:10][CH2:9]2)[CH:5]=[CH:6][CH:7]=1.[F:21][C:22]1[C:27]([F:28])=[CH:26][CH:25]=[CH:24][C:23]=1B(O)O.C(=O)([O-])[O-].[Na+].[Na+].O. The product is [F:21][C:22]1[C:27]([F:28])=[CH:26][CH:25]=[CH:24][C:23]=1[C:2]1[CH:7]=[CH:6][CH:5]=[C:4]([N:8]2[CH2:13][CH2:12][N:11]([C:14]([O:16][C:17]([CH3:20])([CH3:19])[CH3:18])=[O:15])[CH2:10][CH2:9]2)[CH:3]=1. The yield is 0.860. The catalyst is COCCOC.O. (3) The reactants are [N+:1]([C:4]1[CH:9]=[C:8]([N+:10]([O-:12])=[O:11])[CH:7]=[CH:6][C:5]=1[N:13]=[N:14][C:15]1[C:21]([O:22][CH2:23][CH:24]([CH2:29][CH3:30])[CH2:25][CH2:26][CH2:27][CH3:28])=[CH:20][C:18]([NH2:19])=[C:17]([O:31][CH2:32][CH:33]([CH2:38][CH3:39])[CH2:34][CH2:35][CH2:36][CH3:37])[CH:16]=1)([O-:3])=[O:2].N(OS(=O)(=O)O)=O.S(=O)(=O)(O)O.[CH2:52]([N:64]([CH2:72][CH2:73][CH2:74][CH2:75][CH2:76][CH2:77][CH2:78][CH2:79][CH2:80][CH2:81][CH2:82][CH3:83])[C:65]1[CH:70]=[CH:69][CH:68]=[C:67]([CH3:71])[CH:66]=1)[CH2:53][CH2:54][CH2:55][CH2:56][CH2:57][CH2:58][CH2:59][CH2:60][CH2:61][CH2:62][CH3:63].S(=O)(=O)(O)[NH2:85]. The catalyst is CN1C(=O)CCC1.CC(C)=O. The product is [N+:1]([C:4]1[CH:9]=[C:8]([N+:10]([O-:12])=[O:11])[CH:7]=[CH:6][C:5]=1/[N:13]=[N:14]/[C:15]1[C:21]([O:22][CH2:23][CH:24]([CH2:29][CH3:30])[CH2:25][CH2:26][CH2:27][CH3:28])=[CH:20][C:18](/[N:19]=[N:85]/[C:68]2[CH:69]=[CH:70][C:65]([N:64]([CH2:52][CH2:53][CH2:54][CH2:55][CH2:56][CH2:57][CH2:58][CH2:59][CH2:60][CH2:61][CH2:62][CH3:63])[CH2:72][CH2:73][CH2:74][CH2:75][CH2:76][CH2:77][CH2:78][CH2:79][CH2:80][CH2:81][CH2:82][CH3:83])=[CH:66][C:67]=2[CH3:71])=[C:17]([O:31][CH2:32][CH:33]([CH2:38][CH3:39])[CH2:34][CH2:35][CH2:36][CH3:37])[CH:16]=1)([O-:3])=[O:2]. The yield is 0.560. (4) The reactants are C[N:2]1[C:7]([CH3:8])=[C:6]([N+:9]([O-:11])=[O:10])[CH:5]=[C:4]([N+]([O-])=O)[C:3]1=O.[C:16]([O:20][C:21](=[O:30])[NH:22][CH:23]1[CH2:28]CC(=O)[CH2:25][CH2:24]1)([CH3:19])([CH3:18])[CH3:17].N. No catalyst specified. The product is [C:16]([O:20][C:21](=[O:30])[NH:22][CH:23]1[CH2:24][CH2:25][C:3]2[N:2]=[C:7]([CH3:8])[C:6]([N+:9]([O-:11])=[O:10])=[CH:5][C:4]=2[CH2:28]1)([CH3:18])([CH3:19])[CH3:17]. The yield is 0.280. (5) The reactants are Cl.[Cl:2][C:3]1[C:4]([NH:22][C:23]2[CH:28]=[CH:27][CH:26]=[CH:25][C:24]=2[NH:29][S:30]([CH3:33])(=[O:32])=[O:31])=[N:5][C:6]([NH:9][C:10]2[CH:11]=[CH:12][C:13]3[CH2:19][NH:18][CH2:17][CH2:16][N:15]([CH3:20])[C:14]=3[CH:21]=2)=[N:7][CH:8]=1.Br[CH2:35][C:36]([O:38][CH3:39])=[O:37].O1CCCC1.CCN(C(C)C)C(C)C. The catalyst is CO.ClCCl. The product is [CH3:39][O:38][C:36](=[O:37])[CH2:35][N:18]1[CH2:19][C:13]2[CH:12]=[CH:11][C:10]([NH:9][C:6]3[N:5]=[C:4]([NH:22][C:23]4[CH:28]=[CH:27][CH:26]=[CH:25][C:24]=4[NH:29][S:30]([CH3:33])(=[O:31])=[O:32])[C:3]([Cl:2])=[CH:8][N:7]=3)=[CH:21][C:14]=2[N:15]([CH3:20])[CH2:16][CH2:17]1. The yield is 0.410. (6) The reactants are Br[C:2]1[C:10]2[S:9][CH:8]=[N:7][C:6]=2[CH:5]=[CH:4][CH:3]=1.[F:11][C:12]1[CH:17]=[CH:16][C:15](B(O)O)=[CH:14][CH:13]=1. No catalyst specified. The product is [F:11][C:12]1[CH:17]=[CH:16][C:15]([C:2]2[C:10]3[S:9][CH:8]=[N:7][C:6]=3[CH:5]=[CH:4][CH:3]=2)=[CH:14][CH:13]=1. The yield is 0.480. (7) The reactants are [CH3:1][C:2]1[O:6][N:5]=[C:4]([C:7]2[CH:12]=[CH:11][CH:10]=[CH:9][CH:8]=2)[C:3]=1[CH2:13][O:14][C:15]1[CH:23]=[CH:22][C:18]([C:19]([OH:21])=O)=[CH:17][N:16]=1.OC(C(F)(F)F)=O.[NH2:31][CH2:32][C:33]1[O:37][N:36]=[C:35]([CH:38]([CH3:40])[CH3:39])[CH:34]=1. No catalyst specified. The product is [CH:38]([C:35]1[CH:34]=[C:33]([CH2:32][NH:31][C:19](=[O:21])[C:18]2[CH:22]=[CH:23][C:15]([O:14][CH2:13][C:3]3[C:4]([C:7]4[CH:8]=[CH:9][CH:10]=[CH:11][CH:12]=4)=[N:5][O:6][C:2]=3[CH3:1])=[N:16][CH:17]=2)[O:37][N:36]=1)([CH3:40])[CH3:39]. The yield is 0.810.